This data is from Catalyst prediction with 721,799 reactions and 888 catalyst types from USPTO. The task is: Predict which catalyst facilitates the given reaction. (1) Reactant: [OH:1][CH:2]1[CH:6]([C:7]2[CH:12]=[CH:11][CH:10]=[CH:9][CH:8]=2)[CH2:5][N:4](C(OC(C)(C)C)=O)[CH2:3]1.N(/C(OC(C)(C)C)=O)=N/C(OC(C)(C)C)=O.[C:36]1(O)[CH:41]=[CH:40][CH:39]=[CH:38][CH:37]=1.Cl.[CH3:44][N:45]1[CH:49]=[C:48]([S:50](Cl)(=[O:52])=[O:51])[N:47]=[CH:46]1. Product: [CH3:44][N:45]1[CH:49]=[C:48]([S:50]([N:4]2[CH2:5][CH:6]([C:7]3[CH:8]=[CH:9][CH:10]=[CH:11][CH:12]=3)[CH:2]([O:1][C:36]3[CH:41]=[CH:40][CH:39]=[CH:38][CH:37]=3)[CH2:3]2)(=[O:52])=[O:51])[N:47]=[CH:46]1. The catalyst class is: 7. (2) Reactant: [F:1][C:2]1[CH:7]=[CH:6][CH:5]=[CH:4][C:3]=1[CH2:8][CH2:9]O.S(=O)(=O)(O)O.[BrH:16]. Product: [Br:16][CH2:9][CH2:8][C:3]1[CH:4]=[CH:5][CH:6]=[CH:7][C:2]=1[F:1]. The catalyst class is: 6. (3) The catalyst class is: 3. Product: [CH3:1][C:2]1[N:3]=[C:4]2[CH:12]=[CH:11][CH:10]=[C:9]3[N:5]2[C:6]=1[C:7]([S:13][CH2:15][CH2:16][CH2:17][CH2:18][N:19]1[C:23](=[O:24])[C:22]2=[CH:25][CH:26]=[CH:27][CH:28]=[C:21]2[C:20]1=[O:29])=[N:8]3. Reactant: [CH3:1][C:2]1[N:3]=[C:4]2[CH:12]=[CH:11][CH:10]=[C:9]3[N:5]2[C:6]=1[C:7](=[S:13])[NH:8]3.Br[CH2:15][CH2:16][CH2:17][CH2:18][N:19]1[C:23](=[O:24])[C:22]2=[CH:25][CH:26]=[CH:27][CH:28]=[C:21]2[C:20]1=[O:29].C(N(CC)CC)C.O. (4) Reactant: ClC1C=C(Cl)C(OC)=CC=1N[C:12]1[C:21]2[C:16](=[CH:17][C:18](F)=[CH:19][CH:20]=2)[N:15]=[CH:14][C:13]=1[C:23]#[N:24]. The catalyst class is: 141. Product: [N:15]1[C:16]2[C:21](=[CH:20][CH:19]=[CH:18][CH:17]=2)[CH:12]=[C:13]([C:23]#[N:24])[CH:14]=1.